Dataset: Reaction yield outcomes from USPTO patents with 853,638 reactions. Task: Predict the reaction yield, written as a fraction of the theoretical maximum amount of product (1.0 means a 100% yield; for example, 0.34 means a 34% yield). (1) The reactants are [NH:1]1[CH:5]=[CH:4][N:3]=[C:2]1[C:6]1[CH:7]=[CH:8][C:9]([CH3:30])=[C:10]([NH:12][C:13](=[O:29])[C:14]2[CH:19]=[CH:18][C:17]([O:20][CH2:21][C:22]3[CH:27]=[CH:26][CH:25]=[C:24](Br)[N:23]=3)=[CH:16][CH:15]=2)[CH:11]=1.[CH3:31][NH:32][CH3:33]. The catalyst is CN(C=O)C. The product is [NH:1]1[CH:5]=[CH:4][N:3]=[C:2]1[C:6]1[CH:7]=[CH:8][C:9]([CH3:30])=[C:10]([NH:12][C:13](=[O:29])[C:14]2[CH:19]=[CH:18][C:17]([O:20][CH2:21][C:22]3[CH:27]=[CH:26][CH:25]=[C:24]([N:32]([CH3:33])[CH3:31])[N:23]=3)=[CH:16][CH:15]=2)[CH:11]=1. The yield is 0.439. (2) The product is [I:27][C:2]1[CH:7]=[CH:6][C:5]([N:8]2[CH2:13][CH2:12][N:11]([C:14]3[N:15]=[C:16]([CH2:23][CH2:24][CH2:25][NH2:26])[C:17]4[S:22][CH2:21][CH2:20][C:18]=4[N:19]=3)[CH2:10][CH2:9]2)=[CH:4][CH:3]=1. The reactants are Br[C:2]1[CH:7]=[CH:6][C:5]([N:8]2[CH2:13][CH2:12][N:11]([C:14]3[N:15]=[C:16]([CH2:23][CH2:24][CH2:25][NH2:26])[C:17]4[S:22][CH2:21][CH2:20][C:18]=4[N:19]=3)[CH2:10][CH2:9]2)=[CH:4][CH:3]=1.[I-:27].[Na+].CN(C)[C@@H]1CCCC[C@H]1N. The catalyst is O1CCOCC1.[Cu](I)I. The yield is 0.810. (3) No catalyst specified. The yield is 0.673. The product is [CH3:21][C:22]1([CH3:24])[O:4][C@@H:3]2[C@@H:5]([C@@H:7]([CH2:9][OH:10])[O:8][CH:2]2[OH:1])[O:6]1. The reactants are [O:1]=[CH:2][C@@H:3]([C@@H:5]([C@@H:7]([CH2:9][OH:10])[OH:8])[OH:6])[OH:4].S(=O)(=O)(O)O.C([O-])(O)=O.[Na+].[CH3:21][C:22]([CH3:24])=O. (4) The reactants are [CH3:1][C:2]1[NH:6][N:5]=[C:4]([NH:7][C:8]2[N:13]=[C:12](Cl)[N:11]=[C:10]([CH2:15][C:16]([O:18][CH2:19][CH3:20])=[O:17])[CH:9]=2)[CH:3]=1.[SH:21][C:22]1[CH:27]=[CH:26][C:25]([NH:28][C:29](=[O:32])[CH2:30][CH3:31])=[CH:24][CH:23]=1.C(OCC)(=O)C. The catalyst is C(O)(C)(C)C. The product is [CH3:1][C:2]1[NH:6][N:5]=[C:4]([NH:7][C:8]2[N:13]=[C:12]([S:21][C:22]3[CH:23]=[CH:24][C:25]([NH:28][C:29](=[O:32])[CH2:30][CH3:31])=[CH:26][CH:27]=3)[N:11]=[C:10]([CH2:15][C:16]([O:18][CH2:19][CH3:20])=[O:17])[CH:9]=2)[CH:3]=1. The yield is 0.430. (5) The reactants are [CH3:1][NH:2][C:3]1[C:8]([CH:9]=O)=[CH:7][N:6]=[C:5]2[NH:11][CH:12]=[N:13][C:4]=12.[F:14][C:15]1[C:21]([O:22][CH3:23])=[CH:20][C:19]([O:24][CH3:25])=[C:18]([F:26])[C:16]=1[NH2:17].CC1(C)[C@]2(CS(O)(=O)=O)C(C[C@H]1CC2)=O.C1(C)C=CC=CC=1.O1CCCC1.[AlH4-].[Li+]. The catalyst is O. The product is [F:14][C:15]1[C:21]([O:22][CH3:23])=[CH:20][C:19]([O:24][CH3:25])=[C:18]([F:26])[C:16]=1[NH:17][CH2:9][C:8]1[C:3]([NH:2][CH3:1])=[C:4]2[N:13]=[CH:12][NH:11][C:5]2=[N:6][CH:7]=1. The yield is 0.800. (6) The reactants are C[Si](Cl)(C)C.[I-].[Na+].C[O:9][C:10]1[C:15]([C:16](=[O:21])[CH:17]=[C:18]([CH3:20])[CH3:19])=[CH:14][CH:13]=[CH:12][N:11]=1.O. The catalyst is C(#N)C. The product is [CH3:19][C:18]1([CH3:20])[O:9][C:10]2=[N:11][CH:12]=[CH:13][CH:14]=[C:15]2[C:16](=[O:21])[CH2:17]1. The yield is 0.520. (7) The reactants are [F:1][C:2]([F:15])([F:14])[C:3]1[CH:8]=[CH:7][N:6]=[CH:5][C:4]=1[CH:9]([OH:13])[CH:10]([CH3:12])[CH3:11].[CH3:16][S:17](Cl)(=[O:19])=[O:18]. The catalyst is N1C=CC=CC=1. The product is [CH3:16][S:17]([O:13][CH:9]([C:4]1[CH:5]=[N:6][CH:7]=[CH:8][C:3]=1[C:2]([F:14])([F:1])[F:15])[CH:10]([CH3:11])[CH3:12])(=[O:19])=[O:18]. The yield is 0.860. (8) The reactants are [Cl:1][C:2]1[CH:3]=[C:4]([CH:8]2[C:17]3[C:12](=[CH:13][CH:14]=[C:15]([C:18]([C:26]4[CH:31]=[CH:30][C:29]([F:32])=[CH:28][CH:27]=4)([C:20]4[N:24]([CH3:25])[CH:23]=[N:22][CH:21]=4)[OH:19])[CH:16]=3)[N:11]3[N:33]=[N:34][N:35]=[C:10]3[NH:9]2)[CH:5]=[CH:6][CH:7]=1. The yield is 0.500. The product is [Cl:1][C:2]1[CH:3]=[C:4]([CH:8]2[C:17]3[CH:16]=[C:15]([C:18]([C:26]4[CH:31]=[CH:30][C:29]([F:32])=[CH:28][CH:27]=4)([C:20]4[N:24]([CH3:25])[CH:23]=[N:22][CH:21]=4)[OH:19])[CH:14]=[CH:13][C:12]=3[NH:11][C:10]3=[N:35][N:34]=[N:33][N:9]23)[CH:5]=[CH:6][CH:7]=1. The catalyst is C1(C)C=CC=CC=1.